This data is from NCI-60 drug combinations with 297,098 pairs across 59 cell lines. The task is: Regression. Given two drug SMILES strings and cell line genomic features, predict the synergy score measuring deviation from expected non-interaction effect. (1) Synergy scores: CSS=3.89, Synergy_ZIP=-0.266, Synergy_Bliss=-3.12, Synergy_Loewe=-20.2, Synergy_HSA=-4.59. Cell line: CAKI-1. Drug 2: CN1C(=O)N2C=NC(=C2N=N1)C(=O)N. Drug 1: CC12CCC3C(C1CCC2=O)CC(=C)C4=CC(=O)C=CC34C. (2) Drug 1: CC1=C(C=C(C=C1)NC2=NC=CC(=N2)N(C)C3=CC4=NN(C(=C4C=C3)C)C)S(=O)(=O)N.Cl. Drug 2: CC1=C(C(=CC=C1)Cl)NC(=O)C2=CN=C(S2)NC3=CC(=NC(=N3)C)N4CCN(CC4)CCO. Cell line: 786-0. Synergy scores: CSS=15.3, Synergy_ZIP=-1.42, Synergy_Bliss=3.27, Synergy_Loewe=-25.3, Synergy_HSA=3.85. (3) Drug 1: C1CC(=O)NC(=O)C1N2C(=O)C3=CC=CC=C3C2=O. Drug 2: C(CN)CNCCSP(=O)(O)O. Cell line: SK-MEL-5. Synergy scores: CSS=5.74, Synergy_ZIP=3.82, Synergy_Bliss=5.94, Synergy_Loewe=4.20, Synergy_HSA=5.46. (4) Drug 1: CC1=C(C(CCC1)(C)C)C=CC(=CC=CC(=CC(=O)O)C)C. Drug 2: C1=CC=C(C(=C1)C(C2=CC=C(C=C2)Cl)C(Cl)Cl)Cl. Cell line: PC-3. Synergy scores: CSS=2.05, Synergy_ZIP=1.79, Synergy_Bliss=5.19, Synergy_Loewe=5.86, Synergy_HSA=2.79. (5) Drug 1: C1=NNC2=C1C(=O)NC=N2. Drug 2: C1CCC(C(C1)N)N.C(=O)(C(=O)[O-])[O-].[Pt+4]. Cell line: SNB-19. Synergy scores: CSS=28.8, Synergy_ZIP=-3.21, Synergy_Bliss=2.09, Synergy_Loewe=-19.3, Synergy_HSA=-2.55. (6) Drug 1: CS(=O)(=O)CCNCC1=CC=C(O1)C2=CC3=C(C=C2)N=CN=C3NC4=CC(=C(C=C4)OCC5=CC(=CC=C5)F)Cl. Drug 2: CCC1(CC2CC(C3=C(CCN(C2)C1)C4=CC=CC=C4N3)(C5=C(C=C6C(=C5)C78CCN9C7C(C=CC9)(C(C(C8N6C)(C(=O)OC)O)OC(=O)C)CC)OC)C(=O)OC)O.OS(=O)(=O)O. Cell line: HCT-15. Synergy scores: CSS=8.48, Synergy_ZIP=1.53, Synergy_Bliss=8.10, Synergy_Loewe=0.479, Synergy_HSA=2.08.